From a dataset of Tyrosyl-DNA phosphodiesterase HTS with 341,365 compounds. Binary Classification. Given a drug SMILES string, predict its activity (active/inactive) in a high-throughput screening assay against a specified biological target. (1) The drug is Fc1cc(CCN2CC(CCC2)CN(CC)C(=O)c2c(oc(c2)C)C)ccc1. The result is 0 (inactive). (2) The molecule is Brc1c(nc(NC(=S)NC(=O)COc2ccc(CC)cc2)cc1)C. The result is 0 (inactive). (3) The compound is S(=O)(=O)(N1CCC(=CC1)C(=O)NCc1ccc(F)cc1)c1ccc(cc1)C. The result is 1 (active). (4) The molecule is s1c(CNC(=O)COC(=O)c2cc(cc(c2)C)C)ccc1. The result is 0 (inactive). (5) The compound is s1c2c(n(c(C(=O)NCCCN3CCN(CC3)c3ccc(OC)cc3)c2)C)cc1. The result is 0 (inactive). (6) The drug is s1c(NC(=S)NC(=O)c2ccc(F)cc2)c(c(c2oc(cc2)C)c1)C(OCC)=O. The result is 0 (inactive). (7) The drug is S(c1n(c(nn1)C)C)CC(=O)Nc1cc(ccc1)C(OC)=O. The result is 0 (inactive).